Predict the reactants needed to synthesize the given product. From a dataset of Full USPTO retrosynthesis dataset with 1.9M reactions from patents (1976-2016). (1) Given the product [CH3:27][NH:28][CH2:12][C@@H:13]1[O:18][C:17]2[CH:19]=[C:20]([S:23]([CH3:26])(=[O:25])=[O:24])[CH:21]=[CH:22][C:16]=2[O:15][CH2:14]1, predict the reactants needed to synthesize it. The reactants are: CC1C=CC(S(O[CH2:12][C@@H:13]2[O:18][C:17]3[CH:19]=[C:20]([S:23]([CH3:26])(=[O:25])=[O:24])[CH:21]=[CH:22][C:16]=3[O:15][CH2:14]2)(=O)=O)=CC=1.[CH3:27][NH2:28].Cl. (2) Given the product [NH2:1][C:2]1[N:7]=[CH:6][N:5]=[C:4]2[N:8]([CH:12]([C:14]3[C:15]([O:27][CH2:28][CH3:29])=[C:16]([CH:23]4[CH2:24][N:25]([C:37]([CH3:46])([CH3:45])[C:38]([O:40][C:41]([CH3:44])([CH3:43])[CH3:42])=[O:39])[CH2:26]4)[C:17]([C:18]#[N:19])=[C:20]([Cl:22])[CH:21]=3)[CH3:13])[N:9]=[C:10]([CH3:11])[C:3]=12, predict the reactants needed to synthesize it. The reactants are: [NH2:1][C:2]1[N:7]=[CH:6][N:5]=[C:4]2[N:8]([CH:12]([C:14]3[CH:21]=[C:20]([Cl:22])[C:17]([C:18]#[N:19])=[C:16]([CH:23]4[CH2:26][NH:25][CH2:24]4)[C:15]=3[O:27][CH2:28][CH3:29])[CH3:13])[N:9]=[C:10]([CH3:11])[C:3]=12.C(=O)([O-])[O-].[K+].[K+].Br[C:37]([CH3:46])([CH3:45])[C:38]([O:40][C:41]([CH3:44])([CH3:43])[CH3:42])=[O:39].O. (3) Given the product [Br:1][C:2]1[CH:3]=[CH:4][C:5]([F:17])=[C:6]([C@@:8]([NH:12][C:13](=[O:16])[CH2:14][Cl:15])([CH3:11])[CH2:9][OH:10])[CH:7]=1, predict the reactants needed to synthesize it. The reactants are: [Br:1][C:2]1[CH:3]=[CH:4][C:5]([F:17])=[C:6]([C:8]([NH:12][C:13](=[O:16])[CH2:14][Cl:15])([CH3:11])[CH2:9][OH:10])[CH:7]=1. (4) Given the product [CH2:12]1[C:13]2[C:18](=[CH:17][CH:16]=[CH:15][CH:14]=2)[CH2:19][CH2:20][N:11]1[CH2:10][C@@H:9]([OH:21])[CH2:8][NH:7][C:5](=[O:6])[C:4]1[CH:22]=[CH:23][CH:24]=[C:2]([NH:1][CH:32]2[CH2:33][CH2:34][O:29][CH2:30][CH2:31]2)[CH:3]=1, predict the reactants needed to synthesize it. The reactants are: [NH2:1][C:2]1[CH:3]=[C:4]([CH:22]=[CH:23][CH:24]=1)[C:5]([NH:7][CH2:8][C@H:9]([OH:21])[CH2:10][N:11]1[CH2:20][CH2:19][C:18]2[C:13](=[CH:14][CH:15]=[CH:16][CH:17]=2)[CH2:12]1)=[O:6].CC(O)=O.[O:29]1[CH2:34][CH2:33][C:32](=O)[CH2:31][CH2:30]1.[BH3-]C#N.[Na+]. (5) The reactants are: B(O)(O)[C:2]1[CH:7]=[CH:6][CH:5]=[C:4]([C:8]([OH:10])=[O:9])[CH:3]=1.FC(F)(F)S(OC1CCN(C(OC(C)(C)C)=O)CC=1)(=O)=O.C(OC(C1C=C(C2CCN(C(OC(C)(C)C)=O)CC=2)C=CC=1)=O)C. Given the product [C:8]([OH:10])(=[O:9])[C:4]1[CH:5]=[CH:6][CH:7]=[CH:2][CH:3]=1, predict the reactants needed to synthesize it. (6) The reactants are: [F:1][C:2]1[CH:9]=[CH:8][C:5]([C:6]#[N:7])=[C:4]([CH:10]=[O:11])[CH:3]=1.[H-].[Al+3].[Li+].[H-].[H-].[H-].[OH-].[Na+].S([O-])([O-])(=O)=O.[Na+].[Na+]. Given the product [NH2:7][CH2:6][C:5]1[CH:8]=[CH:9][C:2]([F:1])=[CH:3][C:4]=1[CH2:10][OH:11], predict the reactants needed to synthesize it. (7) The reactants are: [CH2:1]([O:3][CH:4]([O:6][C@@H:7]1[CH2:15][C@@H:10]2[O:11][C:12](=[O:14])[CH2:13][C@@H:9]2[C@H:8]1[CH2:16][CH2:17][C@@H:18]([O:27][CH:28]([O:30][CH2:31][CH3:32])[CH3:29])[CH2:19][CH2:20][C:21]1[CH:26]=[CH:25][CH:24]=[CH:23][CH:22]=1)[CH3:5])[CH3:2].CC(C[AlH]CC(C)C)C.C(OCC)(=O)C.C([O-])(=O)C(C(C([O-])=O)O)O.[Na+].[K+]. Given the product [CH2:1]([O:3][CH:4]([O:6][C@@H:7]1[CH2:15][C@@H:10]2[O:11][CH:12]([OH:14])[CH2:13][C@@H:9]2[C@H:8]1[CH2:16][CH2:17][C@@H:18]([O:27][CH:28]([O:30][CH2:31][CH3:32])[CH3:29])[CH2:19][CH2:20][C:21]1[CH:22]=[CH:23][CH:24]=[CH:25][CH:26]=1)[CH3:5])[CH3:2], predict the reactants needed to synthesize it. (8) Given the product [Cl:1][C:2]1[CH:7]=[CH:6][C:5]([F:8])=[CH:4][C:3]=1[O:9][C:15]1[CH:14]=[C:13]([Cl:18])[CH:12]=[C:11]([Br:10])[CH:16]=1, predict the reactants needed to synthesize it. The reactants are: [Cl:1][C:2]1[CH:7]=[CH:6][C:5]([F:8])=[CH:4][C:3]=1[OH:9].[Br:10][C:11]1[CH:16]=[C:15](F)[CH:14]=[C:13]([Cl:18])[CH:12]=1.C(=O)([O-])[O-].[K+].[K+].O. (9) Given the product [CH:16]1([C:4]2[C:5](=[O:15])[N:6]([C:9]3[CH:14]=[CH:13][CH:12]=[CH:11][CH:10]=3)[N:7]([CH3:8])[C:3]=2[CH2:2][O:26][C:23]2[CH:24]=[CH:25][C:20]([F:19])=[CH:21][CH:22]=2)[CH2:18][CH2:17]1, predict the reactants needed to synthesize it. The reactants are: Br[CH2:2][C:3]1[N:7]([CH3:8])[N:6]([C:9]2[CH:14]=[CH:13][CH:12]=[CH:11][CH:10]=2)[C:5](=[O:15])[C:4]=1[CH:16]1[CH2:18][CH2:17]1.[F:19][C:20]1[CH:25]=[CH:24][C:23]([OH:26])=[CH:22][CH:21]=1.C(=O)([O-])[O-].[Cs+].[Cs+].[I-].[K+]. (10) The reactants are: [CH3:1]OC(OC)COC.[CH3:9][C:10]1([CH3:18])[O:15][C:14](=[O:16])[CH2:13][C:12](=[O:17])[O:11]1.[CH3:19][O:20][C:21]1[CH:22]=[C:23]([NH2:29])[CH:24]=[N:25][C:26]=1[O:27][CH3:28]. Given the product [CH3:19][O:20][C:21]1[CH:22]=[C:23](/[N:29]=[CH:1]/[CH:13]2[C:14](=[O:16])[O:15][C:10]([CH3:18])([CH3:9])[O:11][C:12]2=[O:17])[CH:24]=[N:25][C:26]=1[O:27][CH3:28], predict the reactants needed to synthesize it.